This data is from Full USPTO retrosynthesis dataset with 1.9M reactions from patents (1976-2016). The task is: Predict the reactants needed to synthesize the given product. (1) Given the product [CH2:1]([C:4]1([C:13]2[C:18]([C:19]3[CH:24]=[CH:23][CH:22]=[CH:21][CH:20]=3)=[CH:17][C:16]([C:25]#[N:26])=[CH:15][CH:14]=2)[N:9]2[CH:10]=[N:11][CH:12]=[C:8]2[CH2:7][CH2:6][CH2:5]1)[CH2:2][CH3:3], predict the reactants needed to synthesize it. The reactants are: [CH2:1]([C:4]1([C:13]2[C:18]([C:19]3[CH:24]=[CH:23][CH:22]=[CH:21][CH:20]=3)=[CH:17][C:16]([C:25]#[N:26])=[CH:15][CH:14]=2)[N:9]2[CH:10]=[N:11][CH:12]=[C:8]2[CH2:7][CH2:6][CH2:5]1)[CH:2]=[CH2:3].NN.C1COCC1. (2) The reactants are: [CH3:1][O:2][C:3]1[CH:8]=[CH:7][C:6]([C:9]2[CH:14]=[CH:13][C:12]([C:15]([NH:17][C@H:18]([C:25]([O:27]CC3C=CC=CC=3)=[O:26])[CH2:19][C:20]([O:22][CH2:23][CH3:24])=[O:21])=[O:16])=[C:11]([NH:35][C:36]([NH:38][C:39]3[C:44]([CH3:45])=[CH:43][C:42]([CH3:46])=[CH:41][C:40]=3[CH3:47])=[O:37])[CH:10]=2)=[CH:5][CH:4]=1.[H][H]. Given the product [CH2:23]([O:22][C:20](=[O:21])[CH2:19][C@H:18]([NH:17][C:15]([C:12]1[CH:13]=[CH:14][C:9]([C:6]2[CH:5]=[CH:4][C:3]([O:2][CH3:1])=[CH:8][CH:7]=2)=[CH:10][C:11]=1[NH:35][C:36]([NH:38][C:39]1[C:40]([CH3:47])=[CH:41][C:42]([CH3:46])=[CH:43][C:44]=1[CH3:45])=[O:37])=[O:16])[C:25]([OH:27])=[O:26])[CH3:24], predict the reactants needed to synthesize it. (3) Given the product [O:4]=[C:3]1[NH:18][C:17](=[S:16])[N:10]([CH2:11][C:12]([OH:14])=[O:13])[C:6]2[CH2:7][CH2:8][CH2:9][C:5]1=2, predict the reactants needed to synthesize it. The reactants are: CO[C:3]([C:5]1[CH2:9][CH2:8][CH2:7][C:6]=1[NH:10][CH2:11][C:12]([O-:14])=[O:13])=[O:4].[Na+].[S-:16][C:17]#[N:18].[Na+].O.Cl[Si](C)(C)C.